This data is from Full USPTO retrosynthesis dataset with 1.9M reactions from patents (1976-2016). The task is: Predict the reactants needed to synthesize the given product. Given the product [C:28]([O:32][C:33](=[O:43])[NH:34][C:35]1[S:36][C:37]([CH:41]=[O:42])=[C:38]([C:11]2[C:10]([CH:22]([OH:25])[CH:23]=[CH2:24])=[N:9][N:8]([CH2:7][C:6]3[CH:5]=[CH:4][C:3]([O:2][CH3:1])=[CH:27][CH:26]=3)[CH:12]=2)[N:39]=1)([CH3:31])([CH3:29])[CH3:30], predict the reactants needed to synthesize it. The reactants are: [CH3:1][O:2][C:3]1[CH:27]=[CH:26][C:6]([CH2:7][N:8]2[CH:12]=[C:11](B3OC(C)(C)C(C)(C)O3)[C:10]([CH:22]([OH:25])[CH:23]=[CH2:24])=[N:9]2)=[CH:5][CH:4]=1.[C:28]([O:32][C:33](=[O:43])[NH:34][C:35]1[S:36][C:37]([CH:41]=[O:42])=[C:38](Br)[N:39]=1)([CH3:31])([CH3:30])[CH3:29].[O-]P([O-])([O-])=O.[K+].[K+].[K+].